This data is from TCR-epitope binding with 47,182 pairs between 192 epitopes and 23,139 TCRs. The task is: Binary Classification. Given a T-cell receptor sequence (or CDR3 region) and an epitope sequence, predict whether binding occurs between them. (1) Result: 0 (the TCR does not bind to the epitope). The TCR CDR3 sequence is CAISEGSETLNYGYTF. The epitope is RLRPGGKKR. (2) The epitope is KAFSPEVIPMF. The TCR CDR3 sequence is CASSGRNYGYTF. Result: 1 (the TCR binds to the epitope). (3) The epitope is LEPLVDLPI. The TCR CDR3 sequence is CASGLGLNTEAFF. Result: 0 (the TCR does not bind to the epitope). (4) The epitope is NLVPMVATV. The TCR CDR3 sequence is CASSHGGSGGYTF. Result: 1 (the TCR binds to the epitope). (5) The epitope is LLLGIGILV. The TCR CDR3 sequence is CARSPGTKQSNGYEQYF. Result: 0 (the TCR does not bind to the epitope). (6) The epitope is KRWIILGLNK. The TCR CDR3 sequence is CATSGLHSDTQYF. Result: 0 (the TCR does not bind to the epitope). (7) Result: 0 (the TCR does not bind to the epitope). The epitope is TEKSNIIRGW. The TCR CDR3 sequence is CASSGAARGNQPQHF.